From a dataset of Forward reaction prediction with 1.9M reactions from USPTO patents (1976-2016). Predict the product of the given reaction. (1) Given the reactants [Na:1].[CH:2]1[C:11]2[C:6](=[CH:7][CH:8]=[CH:9][CH:10]=2)[CH:5]=[CH:4][CH:3]=1.FF, predict the reaction product. The product is: [Na:1].[CH:10]1[C:11]2[C:6](=[CH:5][CH:4]=[CH:3][CH:2]=2)[CH:7]=[CH:8][CH:9]=1. (2) Given the reactants [Cl:1][C:2]1[CH:3]=[C:4]([CH:9]2[C:18]3[C:13](=[CH:14][C:15](B4OC(C)(C)C(C)(C)O4)=[CH:16][CH:17]=3)[CH2:12][N:11]([S:28]([C:31]3[CH:36]=[CH:35][CH:34]=[CH:33][C:32]=3[N+:37]([O-:39])=[O:38])(=[O:30])=[O:29])[CH2:10]2)[CH:5]=[CH:6][C:7]=1[Cl:8].Br[C:41]1[N:42]=[CH:43][C:44]([NH2:47])=[N:45][CH:46]=1.C(=O)([O-])[O-].[Cs+].[Cs+], predict the reaction product. The product is: [Cl:1][C:2]1[CH:3]=[C:4]([CH:9]2[C:18]3[C:13](=[CH:14][C:15]([C:41]4[N:42]=[CH:43][C:44]([NH2:47])=[N:45][CH:46]=4)=[CH:16][CH:17]=3)[CH2:12][N:11]([S:28]([C:31]3[CH:36]=[CH:35][CH:34]=[CH:33][C:32]=3[N+:37]([O-:39])=[O:38])(=[O:29])=[O:30])[CH2:10]2)[CH:5]=[CH:6][C:7]=1[Cl:8]. (3) The product is: [Cl:1][C:2]1[CH:21]=[CH:20][C:19]([NH:22][C:23](=[O:34])[C:24]2[CH:29]=[CH:28][CH:27]=[C:26]([C:30]([F:31])([F:33])[F:32])[CH:25]=2)=[CH:18][C:3]=1[C:4]([NH:6][C:7]1[S:11][C:10]([CH:12]=[O:13])=[N:9][CH:8]=1)=[O:5]. Given the reactants [Cl:1][C:2]1[CH:21]=[CH:20][C:19]([NH:22][C:23](=[O:34])[C:24]2[CH:29]=[CH:28][CH:27]=[C:26]([C:30]([F:33])([F:32])[F:31])[CH:25]=2)=[CH:18][C:3]=1[C:4]([NH:6][C:7]1[S:11][C:10]([C:12](N(OC)C)=[O:13])=[N:9][CH:8]=1)=[O:5].C1COCC1.[H-].[Al+3].[Li+].[H-].[H-].[H-], predict the reaction product. (4) Given the reactants [C:1](Cl)(Cl)=[S:2].[NH2:5][C:6]1[N:7]=[CH:8][C:9]([C:12]#[N:13])=[N:10][CH:11]=1.N1C=CC=CC=1, predict the reaction product. The product is: [N:5]([C:6]1[N:7]=[CH:8][C:9]([C:12]#[N:13])=[N:10][CH:11]=1)=[C:1]=[S:2]. (5) Given the reactants [CH:1]1([N:4]([CH3:27])[C:5]2[C:6](OS(C(F)(F)F)(=O)=O)=[N:7][C:8]3[C:13]([N:14]=2)=[CH:12][C:11]([C:15]([O:17][CH3:18])=[O:16])=[CH:10][CH:9]=3)[CH2:3][CH2:2]1.[NH:28]1[C:36]2[C:31](=[CH:32][C:33](B(O)O)=[CH:34][CH:35]=2)[CH:30]=[N:29]1.[O-]P([O-])([O-])=O.[K+].[K+].[K+], predict the reaction product. The product is: [CH:1]1([N:4]([CH3:27])[C:5]2[C:6]([C:33]3[CH:32]=[C:31]4[C:36](=[CH:35][CH:34]=3)[NH:28][N:29]=[CH:30]4)=[N:7][C:8]3[C:13]([N:14]=2)=[CH:12][C:11]([C:15]([O:17][CH3:18])=[O:16])=[CH:10][CH:9]=3)[CH2:3][CH2:2]1. (6) Given the reactants [Si:1]([O:8][C@H:9]([C@H:11]([N:17]1[CH:25]=[N:24][C:23]2[C:18]1=[N:19][CH:20]=[N:21][C:22]=2Cl)[CH2:12][CH2:13][CH2:14][CH2:15][CH3:16])[CH3:10])([C:4]([CH3:7])([CH3:6])[CH3:5])([CH3:3])[CH3:2].[NH3:27], predict the reaction product. The product is: [Si:1]([O:8][C@H:9]([C@H:11]([N:17]1[CH:25]=[N:24][C:23]2[C:18]1=[N:19][CH:20]=[N:21][C:22]=2[NH2:27])[CH2:12][CH2:13][CH2:14][CH2:15][CH3:16])[CH3:10])([C:4]([CH3:7])([CH3:6])[CH3:5])([CH3:3])[CH3:2]. (7) Given the reactants [Br:1][C:2]1[CH:7]=[C:6]([N+:8]([O-:10])=[O:9])[CH:5]=[C:4]([NH2:11])[C:3]=1[NH2:12].[CH:13](O)=O, predict the reaction product. The product is: [Br:1][C:2]1[C:3]2[N:12]=[CH:13][NH:11][C:4]=2[CH:5]=[C:6]([N+:8]([O-:10])=[O:9])[CH:7]=1. (8) Given the reactants [F:1][C:2]1[CH:8]=[C:7]([CH3:9])[C:6]([N:10]2[C:17]3[N:13]([N:14]=[C:15]([C:18]4[CH:19]=[N:20][CH:21]=[CH:22][CH:23]=4)[CH:16]=3)[CH:12]=[CH:11]2)=[CH:5][C:3]=1[NH2:4].[C:24]([C:26]1[CH:27]=[C:28]([CH:32]=[C:33]([S:35]([F:40])([F:39])([F:38])([F:37])[F:36])[CH:34]=1)[C:29](O)=[O:30])#[N:25], predict the reaction product. The product is: [C:24]([C:26]1[CH:27]=[C:28]([CH:32]=[C:33]([S:35]([F:39])([F:40])([F:36])([F:37])[F:38])[CH:34]=1)[C:29]([NH:4][C:3]1[CH:5]=[C:6]([N:10]2[C:17]3[N:13]([N:14]=[C:15]([C:18]4[CH:19]=[N:20][CH:21]=[CH:22][CH:23]=4)[CH:16]=3)[CH:12]=[CH:11]2)[C:7]([CH3:9])=[CH:8][C:2]=1[F:1])=[O:30])#[N:25].